From a dataset of Reaction yield outcomes from USPTO patents with 853,638 reactions. Predict the reaction yield, written as a fraction of the theoretical maximum amount of product (1.0 means a 100% yield; for example, 0.34 means a 34% yield). The reactants are F[C:2]1[CH:7]=[CH:6][C:5]([N+:8]([O-:10])=[O:9])=[CH:4][CH:3]=1.[CH3:11][O:12][CH2:13][CH2:14][NH2:15].CCN(CC)CC. The catalyst is CC#N. The product is [CH3:11][O:12][CH2:13][CH2:14][NH:15][C:2]1[CH:7]=[CH:6][C:5]([N+:8]([O-:10])=[O:9])=[CH:4][CH:3]=1. The yield is 0.990.